From a dataset of Forward reaction prediction with 1.9M reactions from USPTO patents (1976-2016). Predict the product of the given reaction. Given the reactants [NH:1]1[C:9]2[C:4](=[CH:5][CH:6]=[CH:7][CH:8]=2)[CH:3]=[CH:2]1.[Br:10][C:11]1[CH:16]=[CH:15][C:14](I)=[CH:13][C:12]=1[O:18][CH3:19].P([O-])([O-])([O-])=O.[K+].[K+].[K+].CC1OCCC1, predict the reaction product. The product is: [Br:10][C:11]1[CH:16]=[CH:15][C:14]([N:1]2[C:9]3[C:4](=[CH:5][CH:6]=[CH:7][CH:8]=3)[CH:3]=[CH:2]2)=[CH:13][C:12]=1[O:18][CH3:19].